This data is from Forward reaction prediction with 1.9M reactions from USPTO patents (1976-2016). The task is: Predict the product of the given reaction. (1) The product is: [Cl:1][C:2]1[CH:19]=[CH:18][C:5]2[N:6]([CH:11]3[CH2:15][CH2:14][S:13](=[O:17])(=[O:16])[CH2:12]3)[C:7]([CH2:9][N:25]3[C:33]4[C:28](=[CH:29][CH:30]=[CH:31][CH:32]=4)[C:27]([S:35]([CH3:34])(=[O:37])=[O:36])=[N:26]3)=[N:8][C:4]=2[CH:3]=1. Given the reactants [Cl:1][C:2]1[CH:19]=[CH:18][C:5]2[N:6]([CH:11]3[CH2:15][CH2:14][S:13](=[O:17])(=[O:16])[CH2:12]3)[C:7]([CH2:9]Cl)=[N:8][C:4]=2[CH:3]=1.C(S([N:25]1[C:33]2[C:28](=[CH:29][CH:30]=[CH:31][CH:32]=2)[CH:27]=[N:26]1)(=O)=O)C.[CH3:34][S:35](C1C2C(=CN=CC=2)NN=1)(=[O:37])=[O:36], predict the reaction product. (2) Given the reactants [CH2:1]([O:3][C:4]([C:6]1[C:7]([C:14]2[CH:15]=[N:16][CH:17]=[N:18][CH:19]=2)=[N:8][NH:9][C:10]=1[CH:11]1[CH2:13][CH2:12]1)=[O:5])[CH3:2].[F:20][C:21]([F:32])([F:31])[C:22]1[CH:23]=[C:24](B(O)O)[CH:25]=[CH:26][CH:27]=1, predict the reaction product. The product is: [CH2:1]([O:3][C:4]([C:6]1[C:7]([C:14]2[CH:15]=[N:16][CH:17]=[N:18][CH:19]=2)=[N:8][N:9]([C:26]2[CH:25]=[CH:24][CH:23]=[C:22]([C:21]([F:32])([F:31])[F:20])[CH:27]=2)[C:10]=1[CH:11]1[CH2:13][CH2:12]1)=[O:5])[CH3:2].